This data is from Catalyst prediction with 721,799 reactions and 888 catalyst types from USPTO. The task is: Predict which catalyst facilitates the given reaction. (1) Reactant: [C:1]([O:5][C:6](=[O:40])[NH:7][C@@H:8]([CH2:31][C:32]1[CH:37]=[C:36]([F:38])[CH:35]=[C:34]([F:39])[CH:33]=1)[C@@H:9]([OH:30])[CH2:10][C@H:11]([C:14](N1[C@H]2C3C=CC=CC=3C[C@H]2OC1(C)C)=[O:15])[CH2:12][CH3:13])([CH3:4])([CH3:3])[CH3:2].O.C1(C)C=CC(S(O)(=O)=O)=CC=1. Product: [C:1]([O:5][C:6](=[O:40])[NH:7][C@H:8]([C@@H:9]1[CH2:10][C@@H:11]([CH2:12][CH3:13])[C:14](=[O:15])[O:30]1)[CH2:31][C:32]1[CH:33]=[C:34]([F:39])[CH:35]=[C:36]([F:38])[CH:37]=1)([CH3:2])([CH3:3])[CH3:4]. The catalyst class is: 11. (2) Reactant: [CH:1]1([NH:4][C:5]2[C:14]3[C:9](=[CH:10][C:11]([NH:15][CH2:16][C:17]4[CH:18]=[C:19]([S:23]([CH3:31])(=[N:25]C(OCC)=O)=[O:24])[CH:20]=[CH:21][CH:22]=4)=[CH:12][CH:13]=3)[N:8]=[CH:7][N:6]=2)[CH2:3][CH2:2]1.CCCCCC.C(OCC)(=O)C.C(OCC)(=O)C.ClCCl.CO. Product: [CH:1]1([NH:4][C:5]2[C:14]3[C:9](=[CH:10][C:11]([NH:15][CH2:16][C:17]4[CH:18]=[C:19]([S:23]([CH3:31])(=[NH:25])=[O:24])[CH:20]=[CH:21][CH:22]=4)=[CH:12][CH:13]=3)[N:8]=[CH:7][N:6]=2)[CH2:2][CH2:3]1. The catalyst class is: 5. (3) Reactant: [CH2:1]([O:3][CH2:4][C:5]1[N:6]([CH2:18][C:19]2([NH:25]C(=O)OC(C)(C)C)[CH2:24][CH2:23][O:22][CH2:21][CH2:20]2)[C:7]2[C:16]3[CH:15]=[CH:14][CH:13]=[CH:12][C:11]=3[N:10]=[CH:9][C:8]=2[N:17]=1)[CH3:2].O1CCC(=O)CC1.C1(=O)CCCCC1.Cl. Product: [CH2:1]([O:3][CH2:4][C:5]1[N:6]([CH2:18][C:19]2([NH2:25])[CH2:24][CH2:23][O:22][CH2:21][CH2:20]2)[C:7]2[C:16]3[CH:15]=[CH:14][CH:13]=[CH:12][C:11]=3[N:10]=[CH:9][C:8]=2[N:17]=1)[CH3:2]. The catalyst class is: 8. (4) Reactant: [Cl:1][CH2:2][CH2:3][CH2:4][CH2:5][CH2:6][CH:7]1[CH2:14][C:13]2[C:8]1=[CH:9][CH:10]=[C:11]([Si](C)(C)C)[CH:12]=2.FC(F)(F)C(O)=O. Product: [Cl:1][CH2:2][CH2:3][CH2:4][CH2:5][CH2:6][CH:7]1[CH2:14][C:13]2[C:8]1=[CH:9][CH:10]=[CH:11][CH:12]=2. The catalyst class is: 4. (5) Reactant: [Cl-].O[NH3+:3].[C:4](=[O:7])([O-])[OH:5].[Na+].CS(C)=O.[CH2:13]([C:15]1[N:16]=[C:17]([CH2:47][CH2:48][CH3:49])[N:18]([CH2:32][C:33]2[CH:38]=[CH:37][C:36]([C:39]3[C:40]([C:45]#[N:46])=[CH:41][CH:42]=[CH:43][CH:44]=3)=[CH:35][CH:34]=2)[C:19](=[O:31])[C:20]=1[C:21]1[CH:26]=[CH:25][C:24]([O:27][CH2:28][CH2:29][CH3:30])=[CH:23][CH:22]=1)[CH3:14]. Product: [CH2:13]([C:15]1[N:16]=[C:17]([CH2:47][CH2:48][CH3:49])[N:18]([CH2:32][C:33]2[CH:34]=[CH:35][C:36]([C:39]3[CH:44]=[CH:43][CH:42]=[CH:41][C:40]=3[C:45]3[NH:3][C:4](=[O:7])[O:5][N:46]=3)=[CH:37][CH:38]=2)[C:19](=[O:31])[C:20]=1[C:21]1[CH:22]=[CH:23][C:24]([O:27][CH2:28][CH2:29][CH3:30])=[CH:25][CH:26]=1)[CH3:14]. The catalyst class is: 6. (6) Reactant: [CH3:1][CH2:2][N:3]([CH2:6][CH2:7][NH:8][C:9]([C:11]1[C:15]([CH3:16])=[C:14](/[CH:17]=[C:18]2/[C:19]3[CH:24]=[C:23]([F:25])[CH:22]=[CH:21][C:20]=3[NH:26][C:27]/2=[O:28])[NH:13][C:12]=1[CH3:29])=[O:10])[CH2:4][CH3:5].[C:30]([OH:33])(=[O:32])[CH3:31].C(OC)(C)(C)C. Product: [CH3:1][CH2:2][N:3]([CH2:6][CH2:7][NH:8][C:9]([C:11]1[C:15]([CH3:16])=[C:14](/[CH:17]=[C:18]2/[C:19]3[CH:24]=[C:23]([F:25])[CH:22]=[CH:21][C:20]=3[NH:26][C:27]/2=[O:28])[NH:13][C:12]=1[CH3:29])=[O:10])[CH2:4][CH3:5].[C:30]([O-:33])(=[O:32])[CH3:31]. The catalyst class is: 51. (7) Reactant: [CH:1]([C:3]1[C:11]2[C:6](=[CH:7][C:8]([C:12]([O:14][CH3:15])=[O:13])=[CH:9][CH:10]=2)[NH:5][CH:4]=1)=[O:2].[H-].[Na+].[N:18]1[CH:23]=[CH:22][CH:21]=[C:20]([S:24](Cl)(=[O:26])=[O:25])[CH:19]=1.O. Product: [CH:1]([C:3]1[C:11]2[C:6](=[CH:7][C:8]([C:12]([O:14][CH3:15])=[O:13])=[CH:9][CH:10]=2)[N:5]([S:24]([C:20]2[CH:19]=[N:18][CH:23]=[CH:22][CH:21]=2)(=[O:26])=[O:25])[CH:4]=1)=[O:2]. The catalyst class is: 9. (8) Reactant: [F:1][C:2]1[CH:7]=[CH:6][C:5]([CH2:8][CH:9]([CH2:13][OH:14])[C:10]([OH:12])=[O:11])=[CH:4][CH:3]=1.[C:15]([Si:19](Cl)([CH3:21])[CH3:20])([CH3:18])([CH3:17])[CH3:16].N1C=CN=C1. Product: [Si:19]([O:14][CH2:13][CH:9]([CH2:8][C:5]1[CH:4]=[CH:3][C:2]([F:1])=[CH:7][CH:6]=1)[C:10]([OH:12])=[O:11])([C:15]([CH3:18])([CH3:17])[CH3:16])([CH3:21])[CH3:20]. The catalyst class is: 18. (9) Reactant: [CH3:1][O:2][C:3]([C:5]1[N:6]=[CH:7][C:8]2[C:13]([C:14]=1[OH:15])=[CH:12][CH:11]=[C:10]([O:16][C:17]1[CH:22]=[CH:21][CH:20]=[CH:19][CH:18]=1)[CH:9]=2)=[O:4].[CH3:23][N:24]([CH2:26]N(C)C)[CH3:25]. Product: [CH3:23][N:24]([CH2:26][C:7]1[C:8]2[C:13](=[CH:12][CH:11]=[C:10]([O:16][C:17]3[CH:22]=[CH:21][CH:20]=[CH:19][CH:18]=3)[CH:9]=2)[C:14]([OH:15])=[C:5]([C:3]([O:2][CH3:1])=[O:4])[N:6]=1)[CH3:25]. The catalyst class is: 15.